This data is from Reaction yield outcomes from USPTO patents with 853,638 reactions. The task is: Predict the reaction yield, written as a fraction of the theoretical maximum amount of product (1.0 means a 100% yield; for example, 0.34 means a 34% yield). (1) The reactants are [F:1][C:2]1[C:3]([NH:15][S:16]([CH3:19])(=[O:18])=[O:17])=[CH:4][C:5]2[CH:9]=[C:8]([C:10]([O:12][CH3:13])=[O:11])[S:7][C:6]=2[CH:14]=1.CI.[C:22]([O-])([O-])=O.[K+].[K+].O. The catalyst is CN(C=O)C. The product is [F:1][C:2]1[C:3]([N:15]([CH3:22])[S:16]([CH3:19])(=[O:17])=[O:18])=[CH:4][C:5]2[CH:9]=[C:8]([C:10]([O:12][CH3:13])=[O:11])[S:7][C:6]=2[CH:14]=1. The yield is 0.970. (2) The reactants are [CH2:1]([O:8][CH2:9][C@@H:10]([NH:13][C:14](=[O:20])[O:15][C:16]([CH3:19])([CH3:18])[CH3:17])[CH2:11]O)[C:2]1[CH:7]=[CH:6][CH:5]=[CH:4][CH:3]=1.CS(Cl)(=O)=O.CCN(C(C)C)C(C)C.[N-:35]=[N+:36]=[N-:37].[Na+]. The catalyst is C(Cl)Cl.CCOC(C)=O.O. The product is [N:35]([CH2:11][C@H:10]([NH:13][C:14](=[O:20])[O:15][C:16]([CH3:19])([CH3:18])[CH3:17])[CH2:9][O:8][CH2:1][C:2]1[CH:7]=[CH:6][CH:5]=[CH:4][CH:3]=1)=[N+:36]=[N-:37]. The yield is 0.730. (3) The reactants are [CH:1]1([CH:6]([N:10]2[CH:14]=[C:13]([C:15]3[C:16]4[CH:23]=[CH:22][N:21](COCC[Si](C)(C)C)[C:17]=4[N:18]=[CH:19][N:20]=3)[CH:12]=[N:11]2)[CH2:7][C:8]#[CH:9])[CH2:5][CH2:4][CH2:3][CH2:2]1.[C:32]([OH:38])([C:34]([F:37])([F:36])[F:35])=[O:33]. The catalyst is C(Cl)Cl. The product is [F:35][C:34]([F:37])([F:36])[C:32]([OH:38])=[O:33].[CH:1]1([CH:6]([N:10]2[CH:14]=[C:13]([C:15]3[C:16]4[CH:23]=[CH:22][NH:21][C:17]=4[N:18]=[CH:19][N:20]=3)[CH:12]=[N:11]2)[CH2:7][C:8]#[CH:9])[CH2:5][CH2:4][CH2:3][CH2:2]1. The yield is 0.600. (4) The reactants are [C:1]([O:5][C:6](=[O:20])[NH:7][C@H:8]([C:11]1[CH:16]=[CH:15][C:14]([OH:17])=[CH:13][C:12]=1[O:18][CH3:19])[CH2:9][OH:10])([CH3:4])([CH3:3])[CH3:2].[CH2:21]([CH:23]([CH2:26][CH3:27])[CH2:24]Br)[CH3:22].C([O-])([O-])=O.[K+].[K+]. The catalyst is CN(C=O)C.CCOCC. The product is [C:1]([O:5][C:6](=[O:20])[NH:7][C@H:8]([C:11]1[CH:16]=[CH:15][C:14]([O:17][CH2:24][CH:23]([CH2:26][CH3:27])[CH2:21][CH3:22])=[CH:13][C:12]=1[O:18][CH3:19])[CH2:9][OH:10])([CH3:4])([CH3:3])[CH3:2]. The yield is 0.540. (5) The reactants are [C:1]([NH:5][S:6]([C:9]1[CH:14]=[CH:13][C:12]([C:15]2[N:19]([CH2:20][CH:21]3[CH2:26][CH2:25][CH2:24][CH2:23][CH2:22]3)[N:18]=[C:17]([C:27]([NH:29][C@H:30]3[CH2:33][C@H:32]([C:34]([O:36]C)=[O:35])[CH2:31]3)=[O:28])[C:16]=2[Cl:38])=[CH:11][C:10]=1[C:39]([F:42])([F:41])[F:40])(=[O:8])=[O:7])([CH3:4])([CH3:3])[CH3:2].CO.O[Li].O. The catalyst is O. The product is [C:1]([NH:5][S:6]([C:9]1[CH:14]=[CH:13][C:12]([C:15]2[N:19]([CH2:20][CH:21]3[CH2:26][CH2:25][CH2:24][CH2:23][CH2:22]3)[N:18]=[C:17]([C:27]([NH:29][C@H:30]3[CH2:33][C@H:32]([C:34]([OH:36])=[O:35])[CH2:31]3)=[O:28])[C:16]=2[Cl:38])=[CH:11][C:10]=1[C:39]([F:40])([F:41])[F:42])(=[O:7])=[O:8])([CH3:4])([CH3:2])[CH3:3]. The yield is 0.720.